This data is from Forward reaction prediction with 1.9M reactions from USPTO patents (1976-2016). The task is: Predict the product of the given reaction. (1) Given the reactants [I:1][C:2]1[CH:3]=[C:4]([CH:6]=[CH:7][CH:8]=1)N.C=O.[C:11](O)(=O)C.[C:15]([BH3-])#[N:16].[Na+], predict the reaction product. The product is: [I:1][C:2]1[CH:3]=[C:4]([CH:6]=[CH:7][CH:8]=1)[N:16]([CH3:15])[CH3:11]. (2) Given the reactants [Cl:1][C:2]1[CH:3]=[C:4]([C@@H:8]([OH:39])[CH2:9][NH:10][CH2:11][CH2:12][C:13]2[CH:18]=[CH:17][C:16]([S:19]([C:22]3[CH:23]=[CH:24][C:25]([O:32][CH2:33][C:34]([O:36]CC)=[O:35])=[C:26]([CH:31]=3)[C:27]([O:29]C)=[O:28])(=[O:21])=[O:20])=[CH:15][CH:14]=2)[CH:5]=[CH:6][CH:7]=1.[OH-].[Na+:41], predict the reaction product. The product is: [Cl:1][C:2]1[CH:3]=[C:4]([C@@H:8]([OH:39])[CH2:9][NH:10][CH2:11][CH2:12][C:13]2[CH:18]=[CH:17][C:16]([S:19]([C:22]3[CH:23]=[CH:24][C:25]([O:32][CH2:33][C:34]([O-:36])=[O:35])=[C:26]([CH:31]=3)[C:27]([O-:29])=[O:28])(=[O:21])=[O:20])=[CH:15][CH:14]=2)[CH:5]=[CH:6][CH:7]=1.[Na+:41].[Na+:41]. (3) Given the reactants [Cl:1][C:2]1[CH:3]=[C:4]2[C:9](=[CH:10][CH:11]=1)[CH:8]=[C:7]([S:12]([N:15]1[CH2:20][CH2:19][N:18]([C:21]([C:23]3[CH:28]=[CH:27][C:26]([C:29]4[CH:34]=[CH:33][N+:32]([O-])=[CH:31][CH:30]=4)=[CH:25][CH:24]=3)=[O:22])[CH2:17][CH2:16]1)(=[O:14])=[O:13])[CH:6]=[CH:5]2.[CH3:36][N:37](C)C(Cl)=O.C(=O)(O)[O-].[Na+], predict the reaction product. The product is: [Cl:1][C:2]1[CH:3]=[C:4]2[C:9](=[CH:10][CH:11]=1)[CH:8]=[C:7]([S:12]([N:15]1[CH2:20][CH2:19][N:18]([C:21](=[O:22])[C:23]3[CH:28]=[CH:27][C:26]([C:29]4[CH:34]=[CH:33][N:32]=[C:31]([C:36]#[N:37])[CH:30]=4)=[CH:25][CH:24]=3)[CH2:17][CH2:16]1)(=[O:14])=[O:13])[CH:6]=[CH:5]2.